Task: Regression. Given a peptide amino acid sequence and an MHC pseudo amino acid sequence, predict their binding affinity value. This is MHC class I binding data.. Dataset: Peptide-MHC class I binding affinity with 185,985 pairs from IEDB/IMGT (1) The peptide sequence is DGAEALGPFQ. The MHC is H-2-Db with pseudo-sequence H-2-Db. The binding affinity (normalized) is 0. (2) The peptide sequence is MGYCFGGL. The MHC is H-2-Db with pseudo-sequence H-2-Db. The binding affinity (normalized) is 0.